Dataset: Forward reaction prediction with 1.9M reactions from USPTO patents (1976-2016). Task: Predict the product of the given reaction. (1) Given the reactants [F:1][C:2]1[C:3]([OH:12])=[C:4]([CH:8]=[CH:9][C:10]=1[F:11])[C:5]([OH:7])=[O:6].S(=O)(=O)(O)O.[CH3:18]O, predict the reaction product. The product is: [F:1][C:2]1[C:3]([OH:12])=[C:4]([CH:8]=[CH:9][C:10]=1[F:11])[C:5]([O:7][CH3:18])=[O:6]. (2) Given the reactants [CH3:1][O:2][C:3]([C@@:5]1([CH2:25][CH:26]=[CH2:27])[CH2:9][C@@H:8]([O:10][Si](C(C)(C)C)(C)C)[CH2:7][N:6]1[C:18]([O:20][C:21]([CH3:24])([CH3:23])[CH3:22])=[O:19])=[O:4].CCCC[N+](CCCC)(CCCC)CCCC.[F-].CCOC(C)=O, predict the reaction product. The product is: [CH3:1][O:2][C:3]([C@@:5]1([CH2:25][CH:26]=[CH2:27])[CH2:9][C@@H:8]([OH:10])[CH2:7][N:6]1[C:18]([O:20][C:21]([CH3:22])([CH3:23])[CH3:24])=[O:19])=[O:4]. (3) The product is: [N:1]1[CH:6]=[CH:5][C:4]([C:7]2[CH:16]=[CH:15][CH:14]=[C:13]3[C:8]=2[CH2:9][CH2:10][N:11]=[CH:12]3)=[CH:3][CH:2]=1. Given the reactants [N:1]1[CH:6]=[CH:5][C:4]([C:7]2[CH:16]=[CH:15][CH:14]=[C:13]3[C:8]=2[CH2:9][CH2:10][NH:11][CH2:12]3)=[CH:3][CH:2]=1, predict the reaction product. (4) Given the reactants [C:1]12([CH2:11][O:12][C:13]3[C:18]([Br:19])=[CH:17][N:16]=[C:15]([NH:20][NH2:21])[CH:14]=3)[CH2:10][CH:5]3[CH2:6][CH:7]([CH2:9][CH:3]([CH2:4]3)[CH2:2]1)[CH2:8]2.[CH:22](OCC)(OCC)OCC, predict the reaction product. The product is: [C:1]12([CH2:11][O:12][C:13]3[C:18]([Br:19])=[CH:17][N:16]4[CH:22]=[N:21][N:20]=[C:15]4[CH:14]=3)[CH2:8][CH:7]3[CH2:9][CH:3]([CH2:4][CH:5]([CH2:6]3)[CH2:10]1)[CH2:2]2. (5) Given the reactants [CH2:1]([N:8]1[C:13](=[O:14])[C:12]2[CH:15]=[CH:16][CH:17]=[N:18][C:11]=2[N:10]=[C:9]1[CH2:19][CH:20]([CH3:22])[CH3:21])[C:2]1[CH:7]=[CH:6][CH:5]=[CH:4][CH:3]=1.[CH3:23][C:24]([O-:26])=O.[Na+].[Br:28]Br, predict the reaction product. The product is: [NH2:8][CH2:13][CH2:12][CH2:11][N:10]([CH:19]([C:9]1[N:8]([CH2:1][C:2]2[CH:3]=[CH:4][CH:5]=[CH:6][CH:7]=2)[C:13](=[O:14])[C:12]2[CH:15]=[CH:16][CH:17]=[N:18][C:11]=2[N:10]=1)[CH:20]([CH3:22])[CH3:21])[C:24](=[O:26])[C:23]1[CH:4]=[CH:3][C:2]([CH3:1])=[CH:7][CH:6]=1.[CH2:1]([N:8]1[C:13](=[O:14])[C:12]2[CH:15]=[CH:16][CH:17]=[N:18][C:11]=2[N:10]=[C:9]1[CH:19]([Br:28])[CH:20]([CH3:22])[CH3:21])[C:2]1[CH:3]=[CH:4][CH:5]=[CH:6][CH:7]=1. (6) Given the reactants C[O:2][C:3]([C:5]1[CH:6]=[C:7]([CH:11]2[CH2:15][CH2:14][N:13]([C:16]([O:18][C:19]([CH3:22])([CH3:21])[CH3:20])=[O:17])[CH2:12]2)[CH:8]=[CH:9][CH:10]=1)=[O:4].[OH-].[Na+], predict the reaction product. The product is: [C:19]([O:18][C:16]([N:13]1[CH2:14][CH2:15][CH:11]([C:7]2[CH:6]=[C:5]([CH:10]=[CH:9][CH:8]=2)[C:3]([OH:4])=[O:2])[CH2:12]1)=[O:17])([CH3:22])([CH3:20])[CH3:21].